Dataset: Full USPTO retrosynthesis dataset with 1.9M reactions from patents (1976-2016). Task: Predict the reactants needed to synthesize the given product. Given the product [CH2:24]([N:11]1[C:7]([C:1]2[CH:2]=[CH:3][CH:4]=[CH:5][CH:6]=2)=[CH:8][C:9]([C:12]([O:14][CH2:15][CH3:16])=[O:13])=[N:10]1)[CH:25]([CH3:27])[CH3:26], predict the reactants needed to synthesize it. The reactants are: [C:1]1([C:7]2[NH:11][N:10]=[C:9]([C:12]([O:14][CH2:15][CH3:16])=[O:13])[CH:8]=2)[CH:6]=[CH:5][CH:4]=[CH:3][CH:2]=1.C(=O)([O-])[O-].[K+].[K+].I[CH2:24][CH:25]([CH3:27])[CH3:26].O.